This data is from Full USPTO retrosynthesis dataset with 1.9M reactions from patents (1976-2016). The task is: Predict the reactants needed to synthesize the given product. (1) Given the product [C:25]([CH2:24][C@H:23]([NH:22][C:12]([C:10]1[CH:9]=[CH:8][C:7]([N:15]2[CH2:18][C:17]([F:20])([F:19])[CH2:16]2)=[C:6]([O:5][CH2:4][CH:1]2[CH2:2][CH2:3]2)[N:11]=1)=[O:14])[CH:28]([CH3:30])[CH3:29])(=[O:26])[NH2:27], predict the reactants needed to synthesize it. The reactants are: [CH:1]1([CH2:4][O:5][C:6]2[N:11]=[C:10]([C:12]([OH:14])=O)[CH:9]=[CH:8][C:7]=2[N:15]2[CH2:18][C:17]([F:20])([F:19])[CH2:16]2)[CH2:3][CH2:2]1.Cl.[NH2:22][C@H:23]([CH:28]([CH3:30])[CH3:29])[CH2:24][C:25]([NH2:27])=[O:26]. (2) Given the product [CH2:1]([N:8]1[C:12]2[C:13](=[O:18])[NH:14][CH:15]=[C:16]([Br:17])[C:11]=2[CH:10]=[C:9]1[C:20]([O:22][CH2:23][CH3:24])=[O:21])[C:2]1[CH:7]=[CH:6][CH:5]=[CH:4][CH:3]=1, predict the reactants needed to synthesize it. The reactants are: [CH2:1]([N:8]1[C:12]2=[C:13]([O:18]C)[N:14]=[CH:15][C:16]([Br:17])=[C:11]2[CH:10]=[C:9]1[C:20]([O:22][CH2:23][CH3:24])=[O:21])[C:2]1[CH:7]=[CH:6][CH:5]=[CH:4][CH:3]=1.Cl.